Dataset: Forward reaction prediction with 1.9M reactions from USPTO patents (1976-2016). Task: Predict the product of the given reaction. (1) Given the reactants [CH3:1][C:2]1[CH:11]=[CH:10][C:9]2[C:4](=[CH:5][CH:6]=[C:7]([OH:12])[CH:8]=2)[N:3]=1.N1C=CN=C1.[CH3:18][C:19]([Si:22](Cl)([CH3:24])[CH3:23])([CH3:21])[CH3:20], predict the reaction product. The product is: [Si:22]([O:12][C:7]1[CH:8]=[C:9]2[C:4](=[CH:5][CH:6]=1)[N:3]=[C:2]([CH3:1])[CH:11]=[CH:10]2)([C:19]([CH3:21])([CH3:20])[CH3:18])([CH3:24])[CH3:23]. (2) Given the reactants [N+:1]([C:4]1[CH:5]=[C:6]([CH:9]=[CH:10][CH:11]=1)[CH2:7]Cl)([O-:3])=[O:2].[CH3:12][S:13]([O-:15])=[O:14].[Na+], predict the reaction product. The product is: [CH3:12][S:13]([CH2:7][C:6]1[CH:9]=[CH:10][CH:11]=[C:4]([N+:1]([O-:3])=[O:2])[CH:5]=1)(=[O:15])=[O:14]. (3) The product is: [Cl:19][C:20]1[N:21]=[CH:22][N:23]([C:25]2[CH:31]=[CH:30][C:28]([NH:29][C:2]3[N:3]=[C:4]([NH:17][CH3:18])[C:5]4[CH2:10][CH2:9][CH:8]([C:11]5[CH:16]=[CH:15][CH:14]=[CH:13][CH:12]=5)[C:6]=4[N:7]=3)=[CH:27][C:26]=2[O:32][CH3:33])[CH:24]=1. Given the reactants Cl[C:2]1[N:3]=[C:4]([NH:17][CH3:18])[C:5]2[CH2:10][CH2:9][CH:8]([C:11]3[CH:16]=[CH:15][CH:14]=[CH:13][CH:12]=3)[C:6]=2[N:7]=1.[Cl:19][C:20]1[N:21]=[CH:22][N:23]([C:25]2[CH:31]=[CH:30][C:28]([NH2:29])=[CH:27][C:26]=2[O:32][CH3:33])[CH:24]=1, predict the reaction product. (4) Given the reactants S(Cl)([Cl:3])=O.[CH3:5][O:6][C:7]1[CH:8]=[C:9]([CH:13]=[CH:14][N:15]=1)[C:10](O)=[O:11], predict the reaction product. The product is: [CH3:5][O:6][C:7]1[CH:8]=[C:9]([CH:13]=[CH:14][N:15]=1)[C:10]([Cl:3])=[O:11]. (5) Given the reactants N1C=CN=C1.[Si:6](Cl)([C:9]([CH3:12])([CH3:11])[CH3:10])([CH3:8])[CH3:7].[OH:14][CH2:15][CH2:16][O:17][C:18]1[CH:23]=[CH:22][C:21]([C:24]2[N:28]([C:29]3[CH:34]=[CH:33][C:32]([O:35][CH3:36])=[CH:31][CH:30]=3)[N:27]=[C:26]([C:37]([O:39][CH2:40][CH3:41])=[O:38])[CH:25]=2)=[CH:20][CH:19]=1, predict the reaction product. The product is: [Si:6]([O:14][CH2:15][CH2:16][O:17][C:18]1[CH:19]=[CH:20][C:21]([C:24]2[N:28]([C:29]3[CH:34]=[CH:33][C:32]([O:35][CH3:36])=[CH:31][CH:30]=3)[N:27]=[C:26]([C:37]([O:39][CH2:40][CH3:41])=[O:38])[CH:25]=2)=[CH:22][CH:23]=1)([C:9]([CH3:12])([CH3:11])[CH3:10])([CH3:8])[CH3:7].